Dataset: Reaction yield outcomes from USPTO patents with 853,638 reactions. Task: Predict the reaction yield, written as a fraction of the theoretical maximum amount of product (1.0 means a 100% yield; for example, 0.34 means a 34% yield). (1) The reactants are [F:1][C:2]([F:26])([F:25])[C:3]([N:5]1[CH2:11][CH2:10][C:9]2[CH:12]=[CH:13][C:14]([CH2:16][NH:17][C:18](=[O:24])[O:19][C:20]([CH3:23])([CH3:22])[CH3:21])=[CH:15][C:8]=2[CH2:7][CH2:6]1)=[O:4].[CH3:27][Si]([NH-])(C)C.C[Si]([NH-])(C)C.[Na+].[Na+].IC. The catalyst is CN(C=O)C.C(OCC)(=O)C. The product is [CH3:27][N:17]([CH2:16][C:14]1[CH:13]=[CH:12][C:9]2[CH2:10][CH2:11][N:5]([C:3](=[O:4])[C:2]([F:1])([F:25])[F:26])[CH2:6][CH2:7][C:8]=2[CH:15]=1)[C:18](=[O:24])[O:19][C:20]([CH3:23])([CH3:21])[CH3:22]. The yield is 0.830. (2) The reactants are [Cl:1][C:2]1[N:7]=[CH:6][N+:5]([O-])=[C:4]2[CH2:9][CH2:10][CH2:11][C:3]=12.[C:12]([O:15]C(=O)C)(=[O:14])[CH3:13]. No catalyst specified. The product is [C:12]([O:15][CH:9]1[C:4]2[N:5]=[CH:6][N:7]=[C:2]([Cl:1])[C:3]=2[CH2:11][CH2:10]1)(=[O:14])[CH3:13]. The yield is 0.630. (3) The reactants are [CH:1]1([CH:6]=[C:7]([C:18]2[NH:31][C:21]3=[N:22][CH:23]=[C:24]([O:26][CH2:27][CH2:28][O:29][CH3:30])[CH:25]=[C:20]3[CH:19]=2)[C:8]2[CH:13]=[CH:12][C:11]([S:14]([CH3:17])(=[O:16])=[O:15])=[CH:10][CH:9]=2)[CH2:5][CH2:4][CH2:3][CH2:2]1. The catalyst is [Pd].CO. The product is [CH:1]1([CH2:6][CH:7]([C:18]2[NH:31][C:21]3=[N:22][CH:23]=[C:24]([O:26][CH2:27][CH2:28][O:29][CH3:30])[CH:25]=[C:20]3[CH:19]=2)[C:8]2[CH:13]=[CH:12][C:11]([S:14]([CH3:17])(=[O:16])=[O:15])=[CH:10][CH:9]=2)[CH2:5][CH2:4][CH2:3][CH2:2]1. The yield is 0.385. (4) No catalyst specified. The yield is 0.519. The product is [F:20][C:21]1[CH:26]=[C:25]([C:2]2[CH:3]=[CH:4][C:5]3[N:6]([C:8]([CH2:11][NH:12][C:13](=[O:19])[O:14][C:15]([CH3:18])([CH3:17])[CH3:16])=[N:9][N:10]=3)[N:7]=2)[CH:24]=[CH:23][C:22]=1[N:36]1[CH2:40][CH2:39][CH2:38][C:37]1=[O:41]. The reactants are Cl[C:2]1[CH:3]=[CH:4][C:5]2[N:6]([C:8]([CH2:11][NH:12][C:13](=[O:19])[O:14][C:15]([CH3:18])([CH3:17])[CH3:16])=[N:9][N:10]=2)[N:7]=1.[F:20][C:21]1[CH:26]=[C:25](B2OC(C)(C)C(C)(C)O2)[CH:24]=[CH:23][C:22]=1[N:36]1[CH2:40][CH2:39][CH2:38][C:37]1=[O:41].C(=O)([O-])[O-].[Cs+].[Cs+].O1CCOCC1.O.